From a dataset of Merck oncology drug combination screen with 23,052 pairs across 39 cell lines. Regression. Given two drug SMILES strings and cell line genomic features, predict the synergy score measuring deviation from expected non-interaction effect. (1) Drug 1: O=P1(N(CCCl)CCCl)NCCCO1. Drug 2: COC1=C2CC(C)CC(OC)C(O)C(C)C=C(C)C(OC(N)=O)C(OC)C=CC=C(C)C(=O)NC(=CC1=O)C2=O. Cell line: UACC62. Synergy scores: synergy=-13.0. (2) Drug 1: COc1cccc2c1C(=O)c1c(O)c3c(c(O)c1C2=O)CC(O)(C(=O)CO)CC3OC1CC(N)C(O)C(C)O1. Drug 2: C#Cc1cccc(Nc2ncnc3cc(OCCOC)c(OCCOC)cc23)c1. Cell line: SKOV3. Synergy scores: synergy=-21.4. (3) Cell line: CAOV3. Drug 2: NC(=O)c1cccc2cn(-c3ccc(C4CCCNC4)cc3)nc12. Drug 1: CCC1(O)CC2CN(CCc3c([nH]c4ccccc34)C(C(=O)OC)(c3cc4c(cc3OC)N(C)C3C(O)(C(=O)OC)C(OC(C)=O)C5(CC)C=CCN6CCC43C65)C2)C1. Synergy scores: synergy=-33.5.